From a dataset of Full USPTO retrosynthesis dataset with 1.9M reactions from patents (1976-2016). Predict the reactants needed to synthesize the given product. (1) Given the product [CH3:23][N:24]([CH3:34])[CH2:25][CH2:26][O:27][CH:28]1[CH2:33][CH2:32][N:31]([C:4]([C:3]2[CH:7]=[C:8]([CH:9]=[CH:10][C:2]=2[F:1])[CH2:11][C:12]2[C:21]3[C:16](=[CH:17][CH:18]=[CH:19][CH:20]=3)[C:15](=[O:22])[NH:14][N:13]=2)=[O:6])[CH2:30][CH2:29]1, predict the reactants needed to synthesize it. The reactants are: [F:1][C:2]1[CH:10]=[CH:9][C:8]([CH2:11][C:12]2[C:21]3[C:16](=[CH:17][CH:18]=[CH:19][CH:20]=3)[C:15](=[O:22])[NH:14][N:13]=2)=[CH:7][C:3]=1[C:4]([OH:6])=O.[CH3:23][N:24]([CH3:34])[CH2:25][CH2:26][O:27][CH:28]1[CH2:33][CH2:32][NH:31][CH2:30][CH2:29]1.CCN(C(C)C)C(C)C. (2) Given the product [CH3:13][N:14]1[C:18]([CH3:19])=[C:17]([CH:20]=[C:9]2[C:10](=[O:11])[O:12][C:6]([C:2]3[S:1][CH:5]=[CH:4][CH:3]=3)=[N:8]2)[CH:16]=[N:15]1, predict the reactants needed to synthesize it. The reactants are: [S:1]1[CH:5]=[CH:4][CH:3]=[C:2]1[C:6]([NH:8][CH2:9][C:10]([OH:12])=[O:11])=O.[CH3:13][N:14]1[C:18]([CH3:19])=[C:17]([CH:20]=O)[CH:16]=[N:15]1.C([O-])(=O)C.[Na+].C(OC(=O)C)(=O)C. (3) Given the product [CH:14]1([CH2:13][CH:12]([C:19]2[CH:24]=[CH:23][C:22]([Cl:25])=[C:21]([Cl:26])[CH:20]=2)[C:11]([NH:10][C:7]2[CH:8]=[CH:9][C:4]([CH2:3][OH:2])=[CH:5][N:6]=2)=[O:27])[CH2:15][CH2:16][CH2:17][CH2:18]1, predict the reactants needed to synthesize it. The reactants are: C[O:2][C:3](=O)[C:4]1[CH:9]=[CH:8][C:7]([NH:10][C:11](=[O:27])[C@@H:12]([C:19]2[CH:24]=[CH:23][C:22]([Cl:25])=[C:21]([Cl:26])[CH:20]=2)[CH2:13][CH:14]2[CH2:18][CH2:17][CH2:16][CH2:15]2)=[N:6][CH:5]=1.[H-].[Al+3].[Li+].[H-].[H-].[H-]. (4) Given the product [Cl:1][C:2]1[CH:7]=[CH:6][C:5]([N:8]2[C:12]([CH3:13])=[CH:11][C:10]([C:14]([NH:16][C:35]3[CH:34]=[CH:32][CH:31]=[C:30]([S:27]([CH3:26])(=[O:29])=[O:28])[CH:36]=3)=[O:15])=[N:9]2)=[CH:4][CH:3]=1, predict the reactants needed to synthesize it. The reactants are: [Cl:1][C:2]1[CH:7]=[CH:6][C:5]([N:8]2[C:12]([CH3:13])=[CH:11][C:10]([C:14]([NH:16]CCC3C=CC(Cl)=CC=3)=[O:15])=[N:9]2)=[CH:4][CH:3]=1.[CH3:26][S:27]([C:30]1[CH:31]=[C:32]([CH:34]=[CH:35][CH:36]=1)N)(=[O:29])=[O:28]. (5) Given the product [C:25]([O:29][C:30]([N:32]1[CH2:35][CH:34]([C:2]2[CH:3]=[C:4]3[C:8](=[CH:9][CH:10]=2)[N:7]([S:11]([C:14]2[CH:19]=[CH:18][C:17]([C:20]4[O:24][CH:23]=[N:22][CH:21]=4)=[CH:16][CH:15]=2)(=[O:12])=[O:13])[CH:6]=[CH:5]3)[CH2:33]1)=[O:31])([CH3:28])([CH3:26])[CH3:27], predict the reactants needed to synthesize it. The reactants are: I[C:2]1[CH:3]=[C:4]2[C:8](=[CH:9][CH:10]=1)[N:7]([S:11]([C:14]1[CH:19]=[CH:18][C:17]([C:20]3[O:24][CH:23]=[N:22][CH:21]=3)=[CH:16][CH:15]=1)(=[O:13])=[O:12])[CH:6]=[CH:5]2.[C:25]([O:29][C:30]([N:32]1[CH2:35][CH:34](I)[CH2:33]1)=[O:31])([CH3:28])([CH3:27])[CH3:26].